Dataset: Experimental lipophilicity measurements (octanol/water distribution) for 4,200 compounds from AstraZeneca. Task: Regression/Classification. Given a drug SMILES string, predict its absorption, distribution, metabolism, or excretion properties. Task type varies by dataset: regression for continuous measurements (e.g., permeability, clearance, half-life) or binary classification for categorical outcomes (e.g., BBB penetration, CYP inhibition). For this dataset (lipophilicity_astrazeneca), we predict Y. (1) The drug is CCN(C(=O)Cc1ccc(S(C)(=O)=O)cc1)C1CCN(CC[C@@H](c2cc(F)cc(F)c2)N2CCN(S(C)(=O)=O)CC2)CC1. The Y is 1.25 logD. (2) The molecule is CCn1cc(NC(=O)Cc2ccc(Oc3ccnc4cc(OC)c(OC)cc34)cc2OC)cn1. The Y is 3.42 logD. (3) The molecule is O=C(NS(=O)(=O)c1ccccc1Cl)N1CCC(N2CCC(Oc3ccc(Cl)c(Cl)c3)CC2)CC1. The Y is 1.93 logD.